This data is from Forward reaction prediction with 1.9M reactions from USPTO patents (1976-2016). The task is: Predict the product of the given reaction. (1) Given the reactants [CH3:1][C@@H:2]1[CH2:10][C:5]2(OCC[O:6]2)[CH2:4][C@@H:3]1[C:11]1[N:15]2[C:16]3[CH:22]=[CH:21][N:20]([CH2:23][O:24][CH2:25][CH2:26][Si:27]([CH3:30])([CH3:29])[CH3:28])[C:17]=3[N:18]=[CH:19][C:14]2=[N:13][N:12]=1.Cl, predict the reaction product. The product is: [CH3:1][C@H:2]1[C@@H:3]([C:11]2[N:15]3[C:16]4[CH:22]=[CH:21][N:20]([CH2:23][O:24][CH2:25][CH2:26][Si:27]([CH3:30])([CH3:29])[CH3:28])[C:17]=4[N:18]=[CH:19][C:14]3=[N:13][N:12]=2)[CH2:4][C:5](=[O:6])[CH2:10]1. (2) Given the reactants [NH2:1][C:2]1[CH:3]=[N:4][N:5]([CH3:20])[C:6]=1[N:7]1[CH2:11][CH2:10][C@@H:9]([NH:12]C(=O)OC(C)(C)C)[CH2:8]1.C(OC([NH:28][C:29]1[S:33][C:32]([C:34]2[C:39]([F:40])=[CH:38][CH:37]=[CH:36][C:35]=2[F:41])=[N:31][C:30]=1[C:42](O)=[O:43])=O)(C)(C)C.CN(C(ON1N=NC2C=CC=NC1=2)=[N+](C)C)C.F[P-](F)(F)(F)(F)F, predict the reaction product. The product is: [NH2:28][C:29]1[S:33][C:32]([C:34]2[C:39]([F:40])=[CH:38][CH:37]=[CH:36][C:35]=2[F:41])=[N:31][C:30]=1[C:42]([NH:1][C:2]1[CH:3]=[N:4][N:5]([CH3:20])[C:6]=1[N:7]1[CH2:11][CH2:10][C@@H:9]([NH2:12])[CH2:8]1)=[O:43].